This data is from Catalyst prediction with 721,799 reactions and 888 catalyst types from USPTO. The task is: Predict which catalyst facilitates the given reaction. (1) Reactant: ClC(Cl)(O[C:5](=[O:11])OC(Cl)(Cl)Cl)Cl.[C:13]([C:17]1[CH:22]=[CH:21][C:20]([NH2:23])=[CH:19][CH:18]=1)([CH3:16])([CH3:15])[CH3:14].C(N(C(C)C)C(C)C)C.C[O:34][C:35](=O)[C:36]([CH3:50])([NH:38][CH2:39][C:40]1[C:49]2[C:44](=[CH:45][CH:46]=[CH:47][CH:48]=2)[N:43]=[CH:42][CH:41]=1)[CH3:37]. Product: [C:13]([C:17]1[CH:18]=[CH:19][C:20]([N:23]2[C:35](=[O:34])[C:36]([CH3:50])([CH3:37])[N:38]([CH2:39][C:40]3[C:49]4[C:44](=[CH:45][CH:46]=[CH:47][CH:48]=4)[N:43]=[CH:42][CH:41]=3)[C:5]2=[O:11])=[CH:21][CH:22]=1)([CH3:16])([CH3:14])[CH3:15]. The catalyst class is: 359. (2) Reactant: [C:1]([O:5][C:6]([N:8]1[CH2:13][CH2:12][C:11]([OH:23])([CH2:14][N:15]2[CH:19]=[CH:18][C:17]([N+:20]([O-])=O)=[N:16]2)[CH2:10][CH2:9]1)=[O:7])([CH3:4])([CH3:3])[CH3:2].C(O)C.[H][H]. Product: [C:1]([O:5][C:6]([N:8]1[CH2:9][CH2:10][C:11]([CH2:14][N:15]2[CH:19]=[CH:18][C:17]([NH2:20])=[N:16]2)([OH:23])[CH2:12][CH2:13]1)=[O:7])([CH3:4])([CH3:2])[CH3:3]. The catalyst class is: 78. (3) Reactant: [Br:1][C:2]1[CH:3]=[C:4]([S:9]([NH:12][C:13]([CH3:16])([CH3:15])[CH3:14])(=[O:11])=[O:10])[C:5]([OH:8])=[N:6][CH:7]=1.I[CH:18]([CH3:20])[CH3:19].C([O-])([O-])=O.[K+].[K+]. Product: [Br:1][C:2]1[CH:3]=[C:4]([S:9]([NH:12][C:13]([CH3:16])([CH3:15])[CH3:14])(=[O:10])=[O:11])[C:5]([O:8][CH:18]([CH3:20])[CH3:19])=[N:6][CH:7]=1. The catalyst class is: 3. (4) Reactant: COC1C=CC(C(C2C=CC(OC)=CC=2)[N:10]2[C:14]3[CH:15]=[CH:16][CH:17]=[C:18]([O:19][C:20]4[CH:48]=[C:47]([N:49]5[CH2:54][CH2:53][N:52]([CH2:55][C:56]6[CH2:61][CH2:60][C:59]([CH3:63])([CH3:62])[CH2:58][C:57]=6[C:64]6[CH:69]=[CH:68][C:67]([Cl:70])=[CH:66][CH:65]=6)[CH2:51][CH2:50]5)[CH:46]=[CH:45][C:21]=4[C:22]([NH:24][S:25]([C:28]4[CH:33]=[CH:32][C:31]([NH:34][CH2:35][CH:36]5[CH2:41][CH2:40][O:39][CH2:38][CH2:37]5)=[C:30]([N+:42]([O-:44])=[O:43])[CH:29]=4)(=[O:27])=[O:26])=[O:23])[C:13]=3[N:12]=[CH:11]2)=CC=1.FC(F)(F)C(O)=O. Product: [NH:10]1[C:14]2[CH:15]=[CH:16][CH:17]=[C:18]([O:19][C:20]3[CH:48]=[C:47]([N:49]4[CH2:50][CH2:51][N:52]([CH2:55][C:56]5[CH2:61][CH2:60][C:59]([CH3:62])([CH3:63])[CH2:58][C:57]=5[C:64]5[CH:65]=[CH:66][C:67]([Cl:70])=[CH:68][CH:69]=5)[CH2:53][CH2:54]4)[CH:46]=[CH:45][C:21]=3[C:22]([NH:24][S:25]([C:28]3[CH:33]=[CH:32][C:31]([NH:34][CH2:35][CH:36]4[CH2:41][CH2:40][O:39][CH2:38][CH2:37]4)=[C:30]([N+:42]([O-:44])=[O:43])[CH:29]=3)(=[O:27])=[O:26])=[O:23])[C:13]=2[N:12]=[CH:11]1. The catalyst class is: 4. (5) Reactant: [CH2:1]([O:3][CH2:4][CH2:5][N:6]1[CH:10]=[CH:9][CH:8]=[C:7]1[C:11]([C:17]1[CH:22]=[CH:21][C:20]([N:23]([CH3:33])[S:24]([C:27]2[CH:32]=[CH:31][CH:30]=[CH:29][CH:28]=2)(=[O:26])=[O:25])=[CH:19][CH:18]=1)([OH:16])C(F)(F)F)C.[Li]C(C)(C)C.COCCN1C=CC=C1C=O. Product: [OH:16][CH:11]([C:17]1[CH:22]=[CH:21][C:20]([N:23]([CH3:33])[S:24]([C:27]2[CH:28]=[CH:29][CH:30]=[CH:31][CH:32]=2)(=[O:26])=[O:25])=[CH:19][CH:18]=1)[C:7]1[N:6]([CH2:5][CH2:4][O:3][CH3:1])[CH:10]=[CH:9][CH:8]=1. The catalyst class is: 773. (6) Reactant: [F:1][C:2]1[CH:3]=[C:4]([CH2:9][C:10]([OH:12])=[O:11])[CH:5]=[CH:6][C:7]=1[F:8].C[Si]([N-][Si](C)(C)C)(C)C.[Na+].[Cl:23][CH2:24][CH2:25][CH2:26]I. Product: [Cl:23][CH2:24][CH2:25][CH2:26][CH:9]([C:4]1[CH:5]=[CH:6][C:7]([F:8])=[C:2]([F:1])[CH:3]=1)[C:10]([OH:12])=[O:11]. The catalyst class is: 1.